Dataset: Peptide-MHC class I binding affinity with 185,985 pairs from IEDB/IMGT. Task: Regression. Given a peptide amino acid sequence and an MHC pseudo amino acid sequence, predict their binding affinity value. This is MHC class I binding data. (1) The peptide sequence is VPHVIEEVM. The MHC is HLA-B51:01 with pseudo-sequence HLA-B51:01. The binding affinity (normalized) is 0.213. (2) The peptide sequence is NITMSAEVA. The MHC is Mamu-A07 with pseudo-sequence Mamu-A07. The binding affinity (normalized) is 0.0628.